This data is from TCR-epitope binding with 47,182 pairs between 192 epitopes and 23,139 TCRs. The task is: Binary Classification. Given a T-cell receptor sequence (or CDR3 region) and an epitope sequence, predict whether binding occurs between them. The epitope is KRWIILGLNK. The TCR CDR3 sequence is CSARTEGILTTGEAQYF. Result: 1 (the TCR binds to the epitope).